Dataset: Full USPTO retrosynthesis dataset with 1.9M reactions from patents (1976-2016). Task: Predict the reactants needed to synthesize the given product. (1) Given the product [Br:1][C:2]1[C:3]([F:10])=[C:4]([NH:5][S:14]([CH2:11][CH2:12][CH3:13])(=[O:16])=[O:15])[CH:6]=[CH:7][C:8]=1[F:9], predict the reactants needed to synthesize it. The reactants are: [Br:1][C:2]1[C:3]([F:10])=[C:4]([CH:6]=[CH:7][C:8]=1[F:9])[NH2:5].[CH2:11]([S:14](Cl)(=[O:16])=[O:15])[CH2:12][CH3:13].N1C=CC=CC=1.C(=O)(O)[O-].[Na+]. (2) Given the product [Cl:3][C:4]1[CH:5]=[N:6][CH:7]=[C:8]([Cl:43])[C:9]=1[C:10](=[O:42])[CH2:11][N:12]([CH2:37][C:38]([CH3:41])([CH3:40])[CH3:39])[C:13]([C:15]1[CH:16]=[N:17][N:18]([C@H:24]2[CH2:29][CH2:28][C@H:27]([C:30]([OH:32])=[O:31])[C:26]([CH3:36])([CH3:35])[CH2:25]2)[C:19]=1[C:20]([F:23])([F:22])[F:21])=[O:14], predict the reactants needed to synthesize it. The reactants are: [OH-].[Na+].[Cl:3][C:4]1[CH:5]=[N:6][CH:7]=[C:8]([Cl:43])[C:9]=1[C:10](=[O:42])[CH2:11][N:12]([CH2:37][C:38]([CH3:41])([CH3:40])[CH3:39])[C:13]([C:15]1[CH:16]=[N:17][N:18]([C@H:24]2[CH2:29][CH2:28][C@H:27]([C:30]([O:32]CC)=[O:31])[C:26]([CH3:36])([CH3:35])[CH2:25]2)[C:19]=1[C:20]([F:23])([F:22])[F:21])=[O:14].C1COCC1.